This data is from Forward reaction prediction with 1.9M reactions from USPTO patents (1976-2016). The task is: Predict the product of the given reaction. (1) Given the reactants [CH2:1]([C:8]1[O:9][C:10]([CH:13]([C:22]2[C:23]([CH3:34])=[N:24][O:25][C:26]=2[C:27]2[CH:32]=[CH:31][C:30](Br)=[CH:29][CH:28]=2)[O:14][Si:15]([C:18]([CH3:21])([CH3:20])[CH3:19])([CH3:17])[CH3:16])=[N:11][N:12]=1)[C:2]1[CH:7]=[CH:6][CH:5]=[CH:4][CH:3]=1.[CH2:35]([O:37][C:38](=[O:58])[CH2:39][C:40]1([C:43]2[CH:48]=[CH:47][C:46](B3OC(C)(C)C(C)(C)O3)=[CH:45][CH:44]=2)[CH2:42][CH2:41]1)[CH3:36], predict the reaction product. The product is: [CH2:35]([O:37][C:38](=[O:58])[CH2:39][C:40]1([C:43]2[CH:48]=[CH:47][C:46]([C:30]3[CH:31]=[CH:32][C:27]([C:26]4[O:25][N:24]=[C:23]([CH3:34])[C:22]=4[CH:13]([C:10]4[O:9][C:8]([CH2:1][C:2]5[CH:7]=[CH:6][CH:5]=[CH:4][CH:3]=5)=[N:12][N:11]=4)[O:14][Si:15]([C:18]([CH3:21])([CH3:20])[CH3:19])([CH3:17])[CH3:16])=[CH:28][CH:29]=3)=[CH:45][CH:44]=2)[CH2:42][CH2:41]1)[CH3:36]. (2) Given the reactants [Cl:1][C:2]1[CH:3]=[C:4]([NH:16][C:17]2[C:26]3[C:21](=[CH:22][CH:23]=[CH:24][C:25]=3[O:27][CH2:28][C@@H:29]3[CH2:33][CH2:32][CH2:31][NH:30]3)[N:20]=[CH:19][N:18]=2)[CH:5]=[CH:6][C:7]=1[O:8][C:9]1[CH:10]=[N:11][C:12]([CH3:15])=[CH:13][CH:14]=1.C([O:37][CH2:38][C:39](Cl)=[O:40])(=O)C, predict the reaction product. The product is: [Cl:1][C:2]1[CH:3]=[C:4]([NH:16][C:17]2[C:26]3[C:21](=[CH:22][CH:23]=[CH:24][C:25]=3[O:27][CH2:28][C@@H:29]3[CH2:33][CH2:32][CH2:31][N:30]3[C:38](=[O:37])[CH2:39][OH:40])[N:20]=[CH:19][N:18]=2)[CH:5]=[CH:6][C:7]=1[O:8][C:9]1[CH:10]=[N:11][C:12]([CH3:15])=[CH:13][CH:14]=1. (3) Given the reactants [F:1][C:2]1[CH:7]=[CH:6][CH:5]=[CH:4][C:3]=1[C:8]1[C:12]([C:13]2[CH:30]=[CH:29][C:16]3[N:17]=[C:18]([NH:20]C(=O)C4C=CC=CC=4)[S:19][C:15]=3[CH:14]=2)=[CH:11][N:10]([CH3:31])[N:9]=1.O.[OH-].[Na+], predict the reaction product. The product is: [F:1][C:2]1[CH:7]=[CH:6][CH:5]=[CH:4][C:3]=1[C:8]1[C:12]([C:13]2[CH:30]=[CH:29][C:16]3[N:17]=[C:18]([NH2:20])[S:19][C:15]=3[CH:14]=2)=[CH:11][N:10]([CH3:31])[N:9]=1. (4) Given the reactants [CH:1]1([C@H:4]2[C@H:13]([CH3:14])[C@@H:12]([NH:15][C:16]3[CH:21]=[CH:20][CH:19]=[C:18]([CH3:22])[N:17]=3)[C:11]3[C:6](=[CH:7][CH:8]=[C:9]([O:23]C)[N:10]=3)[N:5]2[C:25](=[O:27])[CH3:26])[CH2:3][CH2:2]1.[I-].[Na+], predict the reaction product. The product is: [CH:1]1([C@H:4]2[C@H:13]([CH3:14])[C@@H:12]([NH:15][C:16]3[CH:21]=[CH:20][CH:19]=[C:18]([CH3:22])[N:17]=3)[C:11]3[C:6](=[CH:7][CH:8]=[C:9]([OH:23])[N:10]=3)[N:5]2[C:25](=[O:27])[CH3:26])[CH2:2][CH2:3]1.